This data is from Forward reaction prediction with 1.9M reactions from USPTO patents (1976-2016). The task is: Predict the product of the given reaction. Given the reactants [Cl:1][C:2]1[CH:7]=[CH:6][C:5]([NH:8][C:9]2[C:10]([CH:22]=O)=[N:11][CH:12]=[C:13]([N:15]3[C:19]([CH3:20])=[CH:18][C:17]([CH3:21])=[N:16]3)[N:14]=2)=[CH:4][CH:3]=1.Cl.[NH2:25][OH:26], predict the reaction product. The product is: [Cl:1][C:2]1[CH:7]=[CH:6][C:5]([NH:8][C:9]2[C:10]([CH:22]=[N:25][OH:26])=[N:11][CH:12]=[C:13]([N:15]3[C:19]([CH3:20])=[CH:18][C:17]([CH3:21])=[N:16]3)[N:14]=2)=[CH:4][CH:3]=1.